The task is: Predict the product of the given reaction.. This data is from Forward reaction prediction with 1.9M reactions from USPTO patents (1976-2016). (1) Given the reactants C([O:3][C:4]([CH:6]1[CH2:11][CH2:10][N:9]([C:12]2[CH:13]=[C:14]3[C:19](=[C:20]([C:22]4[CH:27]=[CH:26][CH:25]=[C:24]([S:28][CH3:29])[CH:23]=4)[N:21]=2)[N:18]=[CH:17][CH:16]=[CH:15]3)[CH2:8][CH2:7]1)=[O:5])C.[OH-].[Na+], predict the reaction product. The product is: [CH3:29][S:28][C:24]1[CH:23]=[C:22]([C:20]2[N:21]=[C:12]([N:9]3[CH2:8][CH2:7][CH:6]([C:4]([OH:5])=[O:3])[CH2:11][CH2:10]3)[CH:13]=[C:14]3[C:19]=2[N:18]=[CH:17][CH:16]=[CH:15]3)[CH:27]=[CH:26][CH:25]=1. (2) Given the reactants C([O:5][C:6](=[O:37])[CH2:7][N:8]1[C:16]2[C:11](=[CH:12][CH:13]=[C:14]([O:17][CH2:18][C:19]3[S:23][C:22]([C:24]4[CH:29]=[CH:28][C:27]([C:30]([F:33])([F:32])[F:31])=[C:26]([F:34])[C:25]=4[F:35])=[N:21][C:20]=3[CH3:36])[CH:15]=2)[CH:10]=[CH:9]1)(C)(C)C.[Li+].[OH-], predict the reaction product. The product is: [F:35][C:25]1[C:26]([F:34])=[C:27]([C:30]([F:32])([F:31])[F:33])[CH:28]=[CH:29][C:24]=1[C:22]1[S:23][C:19]([CH2:18][O:17][C:14]2[CH:15]=[C:16]3[C:11]([CH:10]=[CH:9][N:8]3[CH2:7][C:6]([OH:37])=[O:5])=[CH:12][CH:13]=2)=[C:20]([CH3:36])[N:21]=1. (3) Given the reactants C[O:2][C:3](=O)[C:4]([NH:16][C:17](=[O:31])[C:18]1[CH:23]=[C:22]([C:24]#[CH:25])[CH:21]=[CH:20][C:19]=1[O:26][C:27]([F:30])([F:29])[F:28])([CH3:15])[CH2:5][C:6]1[C:14]2[C:9](=[CH:10][CH:11]=[CH:12][CH:13]=2)[NH:8][CH:7]=1.[BH4-].[Li+], predict the reaction product. The product is: [C:24]([C:22]1[CH:21]=[CH:20][C:19]([O:26][C:27]([F:30])([F:28])[F:29])=[C:18]([CH:23]=1)[C:17]([NH:16][C:4]([CH2:5][C:6]1[C:14]2[C:9](=[CH:10][CH:11]=[CH:12][CH:13]=2)[NH:8][CH:7]=1)([CH3:15])[CH2:3][OH:2])=[O:31])#[CH:25]. (4) Given the reactants Cl[C:2]1[N:7]2[N:8]=[CH:9][C:10]([C:11]([O:13][CH2:14][CH3:15])=[O:12])=[C:6]2[N:5]=[CH:4][C:3]=1[C:16]([N:18]1[CH2:23][CH2:22][C:21]2([C:31]3[C:26](=[CH:27][CH:28]=[CH:29][CH:30]=3)[CH2:25][CH2:24]2)[CH2:20][CH2:19]1)=[O:17].[F:32][C:33]1[CH:39]=[CH:38][C:37]([CH3:40])=[CH:36][C:34]=1[NH2:35], predict the reaction product. The product is: [CH2:14]([O:13][C:11]([C:10]1[CH:9]=[N:8][N:7]2[C:2]([NH:35][C:34]3[CH:36]=[C:37]([CH3:40])[CH:38]=[CH:39][C:33]=3[F:32])=[C:3]([C:16]([N:18]3[CH2:23][CH2:22][C:21]4([C:31]5[C:26](=[CH:27][CH:28]=[CH:29][CH:30]=5)[CH2:25][CH2:24]4)[CH2:20][CH2:19]3)=[O:17])[CH:4]=[N:5][C:6]=12)=[O:12])[CH3:15]. (5) The product is: [CH2:17]([N:16]([CH2:19][CH3:20])[C:14]([C:13]1[CH:21]=[CH:22][C:10]([C@@H:9]([C:23]2[CH:28]=[CH:27][CH:26]=[C:25]([OH:29])[CH:24]=2)[N:3]2[C@@H:2]([CH3:1])[CH2:7][N:6]([CH2:40][C:41]3[CH:50]=[CH:49][C:44]([C:45]([O:47][CH3:48])=[O:46])=[CH:43][CH:42]=3)[C@H:5]([CH3:8])[CH2:4]2)=[CH:11][CH:12]=1)=[O:15])[CH3:18]. Given the reactants [CH3:1][C@H:2]1[CH2:7][NH:6][C@H:5]([CH3:8])[CH2:4][N:3]1[C@H:9]([C:23]1[CH:28]=[CH:27][CH:26]=[C:25]([OH:29])[CH:24]=1)[C:10]1[CH:22]=[CH:21][C:13]([C:14]([N:16]([CH2:19][CH3:20])[CH2:17][CH3:18])=[O:15])=[CH:12][CH:11]=1.[I-].[Na+].C(N(CC)CC)C.Br[CH2:40][C:41]1[CH:50]=[CH:49][C:44]([C:45]([O:47][CH3:48])=[O:46])=[CH:43][CH:42]=1, predict the reaction product. (6) Given the reactants [CH3:1][C@H:2]1[C@@H:6]([C:7]2[CH:12]=[CH:11][CH:10]=[CH:9][CH:8]=2)[O:5][C:4](=[O:13])[NH:3]1.C([Li])CCC.[Br:19][C:20]1[CH:27]=[CH:26][C:25]([C:28]([F:31])([F:30])[F:29])=[CH:24][C:21]=1[CH2:22]Br, predict the reaction product. The product is: [Br:19][C:20]1[CH:27]=[CH:26][C:25]([C:28]([F:29])([F:30])[F:31])=[CH:24][C:21]=1[CH2:22][N:3]1[C@@H:2]([CH3:1])[C@@H:6]([C:7]2[CH:12]=[CH:11][CH:10]=[CH:9][CH:8]=2)[O:5][C:4]1=[O:13]. (7) Given the reactants [Br:1][C:2]1[CH:30]=[CH:29][C:28]([F:31])=[CH:27][C:3]=1[O:4][CH:5]1[CH2:10][CH2:9][N:8]([C:11]2[N:15]=[C:14]([C:16]3[CH:20]=[CH:19][N:18]([CH2:21][C:22]([O:24]CC)=[O:23])[N:17]=3)[O:13][N:12]=2)[CH2:7][CH2:6]1.[OH-].[Na+], predict the reaction product. The product is: [Br:1][C:2]1[CH:30]=[CH:29][C:28]([F:31])=[CH:27][C:3]=1[O:4][CH:5]1[CH2:10][CH2:9][N:8]([C:11]2[N:15]=[C:14]([C:16]3[CH:20]=[CH:19][N:18]([CH2:21][C:22]([OH:24])=[O:23])[N:17]=3)[O:13][N:12]=2)[CH2:7][CH2:6]1. (8) Given the reactants [F:1][C:2]1[CH:3]=[C:4]([CH:7]=[CH:8][C:9]=1[CH:10]=O)[C:5]#[N:6].[CH3:12][C:13](=[O:18])[CH2:14][C:15](=[O:17])[CH3:16].C(O)(=O)C.N1CCCCC1, predict the reaction product. The product is: [C:15]([C:14]([C:13](=[O:18])[CH3:12])=[CH:10][C:9]1[CH:8]=[CH:7][C:4]([C:5]#[N:6])=[CH:3][C:2]=1[F:1])(=[O:17])[CH3:16]. (9) Given the reactants [F:1][C:2]([F:13])([F:12])[C:3]1[N:8]=[CH:7][C:6](B(O)O)=[CH:5][CH:4]=1.Cl[C:15]1[CH:20]=[C:19]([C:21]([F:24])([F:23])[F:22])[CH:18]=[C:17]([CH3:25])[N:16]=1.C([O-])([O-])=O.[K+].[K+].COCCOC, predict the reaction product. The product is: [CH3:25][C:17]1[N:16]=[C:15]([C:6]2[CH:7]=[N:8][C:3]([C:2]([F:13])([F:12])[F:1])=[CH:4][CH:5]=2)[CH:20]=[C:19]([C:21]([F:24])([F:22])[F:23])[CH:18]=1. (10) Given the reactants [NH2:1][C@:2]1([CH2:24][OH:25])[CH2:6][CH2:5][C@H:4]([C:7]2[CH:23]=[CH:22][C:10]3[O:11][C@H:12]([CH2:15][O:16][CH2:17][CH2:18][CH2:19][CH2:20][CH3:21])[CH2:13][O:14][C:9]=3[CH:8]=2)[CH2:3]1.P(Cl)(Cl)([O:28][P:29](Cl)(Cl)=[O:30])=O.[OH2:35], predict the reaction product. The product is: [P:29]([OH:28])([OH:35])([O:25][CH2:24][C@@:2]1([NH2:1])[CH2:6][CH2:5][C@H:4]([C:7]2[CH:23]=[CH:22][C:10]3[O:11][C@H:12]([CH2:15][O:16][CH2:17][CH2:18][CH2:19][CH2:20][CH3:21])[CH2:13][O:14][C:9]=3[CH:8]=2)[CH2:3]1)=[O:30].